From a dataset of Reaction yield outcomes from USPTO patents with 853,638 reactions. Predict the reaction yield, written as a fraction of the theoretical maximum amount of product (1.0 means a 100% yield; for example, 0.34 means a 34% yield). (1) The reactants are C([O:3][C:4](=O)[CH2:5][N:6]1[CH2:12][CH2:11][CH2:10][CH2:9][CH2:8][CH2:7]1)C.[NH2:14][NH2:15]. The catalyst is C(O)C. The product is [N:6]1([CH2:5][C:4]([NH:14][NH2:15])=[O:3])[CH2:12][CH2:11][CH2:10][CH2:9][CH2:8][CH2:7]1. The yield is 0.570. (2) The reactants are [C:1]([C:3]1[CH:4]=[C:5]([C:20]2[C:21]3[CH:28]=[C:27]([C:29]4[CH:38]=[CH:37][C:32]([C:33]([O:35]C)=[O:34])=[CH:31][CH:30]=4)[N:26]([CH2:39][O:40][CH2:41][CH2:42][Si:43]([CH3:46])([CH3:45])[CH3:44])[C:22]=3[N:23]=[CH:24][N:25]=2)[CH:6]=[CH:7][C:8]=1[O:9][CH:10]1[CH2:15][CH2:14][N:13]([C:16](=[O:19])[CH2:17][OH:18])[CH2:12][CH2:11]1)#[N:2].[Li+].[OH-]. The catalyst is C1COCC1.CO.C(O)(=O)CC(CC(O)=O)(C(O)=O)O.C(Cl)Cl. The product is [C:1]([C:3]1[CH:4]=[C:5]([C:20]2[C:21]3[CH:28]=[C:27]([C:29]4[CH:38]=[CH:37][C:32]([C:33]([OH:35])=[O:34])=[CH:31][CH:30]=4)[N:26]([CH2:39][O:40][CH2:41][CH2:42][Si:43]([CH3:46])([CH3:45])[CH3:44])[C:22]=3[N:23]=[CH:24][N:25]=2)[CH:6]=[CH:7][C:8]=1[O:9][CH:10]1[CH2:15][CH2:14][N:13]([C:16](=[O:19])[CH2:17][OH:18])[CH2:12][CH2:11]1)#[N:2]. The yield is 0.900. (3) The reactants are C[Si](C)(C)CCOC[N:7]1[C:11]2=[N:12][CH:13]=[CH:14][CH:15]=[C:10]2[C:9]([CH:16]2[CH2:21][CH2:20][N:19](C(OC(C)(C)C)=O)[CH2:18][CH2:17]2)=[N:8]1.[ClH:31]. No catalyst specified. The product is [ClH:31].[NH:19]1[CH2:18][CH2:17][CH:16]([C:9]2[C:10]3[C:11](=[N:12][CH:13]=[CH:14][CH:15]=3)[NH:7][N:8]=2)[CH2:21][CH2:20]1. The yield is 0.780. (4) The reactants are [CH3:1][O:2][C:3]1[CH:28]=[CH:27][C:6]([CH2:7][N:8]2[C:12]3=[N:13][CH:14]=[CH:15][C:16]([O:17][C:18]4[CH:23]=[CH:22][C:21]([NH2:24])=[CH:20][C:19]=4[F:25])=[C:11]3[C:10](I)=[N:9]2)=[CH:5][CH:4]=1.[CH3:29][N:30]1[CH:34]=[CH:33][N:32]=[C:31]1[Sn](CCCC)(CCCC)CCCC. The catalyst is [Pd].C1(P(C2C=CC=CC=2)C2C=CC=CC=2)C=CC=CC=1.C1(P(C2C=CC=CC=2)C2C=CC=CC=2)C=CC=CC=1.C1(P(C2C=CC=CC=2)C2C=CC=CC=2)C=CC=CC=1.C1(P(C2C=CC=CC=2)C2C=CC=CC=2)C=CC=CC=1.C1(C)C=CC=CC=1. The product is [F:25][C:19]1[CH:20]=[C:21]([CH:22]=[CH:23][C:18]=1[O:17][C:16]1[CH:15]=[CH:14][N:13]=[C:12]2[N:8]([CH2:7][C:6]3[CH:27]=[CH:28][C:3]([O:2][CH3:1])=[CH:4][CH:5]=3)[N:9]=[C:10]([C:31]3[N:30]([CH3:29])[CH:34]=[CH:33][N:32]=3)[C:11]=12)[NH2:24]. The yield is 0.790. (5) The reactants are C(O[C:6](=O)[N:7]([C@H:9]([C:11](=[O:41])[NH:12][C@@H:13]1[C:19](=[O:20])[N:18]([CH2:21][C:22]2[C:31]3[C:26](=[CH:27][C:28]([C:32](=[O:34])[CH3:33])=[CH:29][CH:30]=3)[CH:25]=[CH:24][C:23]=2[O:35][CH3:36])[C:17]2[CH:37]=[CH:38][CH:39]=[CH:40][C:16]=2[CH2:15][CH2:14]1)[CH3:10])C)(C)(C)C.[BH4-].[Na+].CCO. The catalyst is O. The product is [OH:34][CH:32]([C:28]1[CH:27]=[C:26]2[C:31](=[CH:30][CH:29]=1)[C:22]([CH2:21][N:18]1[C:19](=[O:20])[C@@H:13]([NH:12][C:11](=[O:41])[C@@H:9]([NH:7][CH3:6])[CH3:10])[CH2:14][CH2:15][C:16]3[CH:40]=[CH:39][CH:38]=[CH:37][C:17]1=3)=[C:23]([O:35][CH3:36])[CH:24]=[CH:25]2)[CH3:33]. The yield is 0.640. (6) The product is [NH:18]1[CH:19]=[N:20][C:16]([C:12]2[CH:11]=[C:10]3[C:15](=[CH:14][CH:13]=2)[NH:7][N:8]=[C:9]3[C:40]2[CH:41]=[C:42]([C:43]([NH:53][CH:57]3[CH2:58][CH2:59][CH2:60][CH2:61][CH2:56]3)=[O:45])[CH:47]=[CH:48][CH:49]=2)=[N:17]1. The yield is 0.0600. The reactants are O1CCCCC1[N:7]1[C:15]2[C:10](=[CH:11][C:12]([C:16]3[N:20]=[CH:19][N:18](C(C4C=CC=CC=4)(C4C=CC=CC=4)C4C=CC=CC=4)[N:17]=3)=[CH:13][CH:14]=2)[C:9]([C:40]2[CH:41]=[C:42]([CH:47]=[CH:48][CH:49]=2)[C:43]([O:45]C)=O)=[N:8]1.[OH-].[Li+].O[N:53]1[C:57]2[CH:58]=[CH:59][CH:60]=[CH:61][C:56]=2N=N1.C1(N)CCCCC1.Cl.C(N=C=NCCCN(C)C)C.Cl. The catalyst is O1CCCC1.O.O1CCOCC1.